This data is from Full USPTO retrosynthesis dataset with 1.9M reactions from patents (1976-2016). The task is: Predict the reactants needed to synthesize the given product. Given the product [Cl:1][C:2]1[CH:3]=[C:4]2[C:9](=[CH:10][CH:11]=1)[NH:8][C:7](=[O:12])[N:6]([CH2:13][C:14]([F:17])([F:16])[F:15])[C:5]2([CH:22]1[CH2:27][CH2:26]1)[C:18]([F:21])([F:20])[F:19], predict the reactants needed to synthesize it. The reactants are: [Cl:1][C:2]1[CH:3]=[C:4]2[C:9](=[CH:10][CH:11]=1)[NH:8][C:7](=[O:12])[N:6]([CH2:13][C:14]([F:17])([F:16])[F:15])[C:5]2([C:22]1[CH:27]=[CH:26]C=CC=1)[C:18]([F:21])([F:20])[F:19].ClC1C=C2C(=CC=1)NC(=O)N(CC(F)(F)F)C2(O)C(F)(F)F.C1([Mg]Br)CC1.